Dataset: TCR-epitope binding with 47,182 pairs between 192 epitopes and 23,139 TCRs. Task: Binary Classification. Given a T-cell receptor sequence (or CDR3 region) and an epitope sequence, predict whether binding occurs between them. The epitope is ARMILMTHF. Result: 0 (the TCR does not bind to the epitope). The TCR CDR3 sequence is CASSEVGLLNEQFF.